Dataset: Retrosynthesis with 50K atom-mapped reactions and 10 reaction types from USPTO. Task: Predict the reactants needed to synthesize the given product. (1) Given the product c1cncc(-c2cc3c(cn2)[nH]c2ncc(N4CCOCC4)cc23)c1, predict the reactants needed to synthesize it. The reactants are: C1COCCN1.Clc1cnc2[nH]c3cnc(-c4cccnc4)cc3c2c1. (2) Given the product Cc1cc(C(=O)N2CCN(C(=O)OC(C)(C)C)C[C@H]2Cc2ccc(OCC#N)cc2)c(-c2ccccc2)n1-c1ccccc1, predict the reactants needed to synthesize it. The reactants are: Cc1cc(C(=O)N2CCN(C(=O)OC(C)(C)C)C[C@H]2Cc2ccc(O)cc2)c(-c2ccccc2)n1-c1ccccc1.N#CCCl.